Dataset: Reaction yield outcomes from USPTO patents with 853,638 reactions. Task: Predict the reaction yield, written as a fraction of the theoretical maximum amount of product (1.0 means a 100% yield; for example, 0.34 means a 34% yield). (1) The reactants are [NH2:1][C:2]1[CH:3]=[CH:4][C:5]([C:27]([F:30])([F:29])[F:28])=[C:6]([NH:8][C:9]2[N:14]=[C:13]([NH:15][C:16]3[CH:25]=[CH:24][CH:23]=[CH:22][C:17]=3[C:18]([NH:20][CH3:21])=[O:19])[C:12]([Cl:26])=[CH:11][N:10]=2)[CH:7]=1.CCN(C(C)C)C(C)C.[C:40](Cl)(=[O:43])[CH:41]=[CH2:42]. The catalyst is C1COCC1.[Cl-].[Na+].O. The product is [C:40]([NH:1][C:2]1[CH:3]=[CH:4][C:5]([C:27]([F:29])([F:30])[F:28])=[C:6]([NH:8][C:9]2[N:14]=[C:13]([NH:15][C:16]3[CH:25]=[CH:24][CH:23]=[CH:22][C:17]=3[C:18]([NH:20][CH3:21])=[O:19])[C:12]([Cl:26])=[CH:11][N:10]=2)[CH:7]=1)(=[O:43])[CH:41]=[CH2:42]. The yield is 0.143. (2) The reactants are [C:1]([C:3]1[C:4]([NH2:9])=[N:5][CH:6]=[CH:7][CH:8]=1)#[CH:2].[O:10]1[CH2:14][CH2:13][CH2:12][CH:11]1[CH2:15][CH2:16][C:17]1[CH:22]=[CH:21][C:20]([CH2:23][C:24](Cl)=[N:25][OH:26])=[CH:19][CH:18]=1.C(N(CC)CC)C. The catalyst is O1CCCC1. The product is [O:10]1[CH2:14][CH2:13][CH2:12][CH:11]1[CH2:15][CH2:16][C:17]1[CH:22]=[CH:21][C:20]([CH2:23][C:24]2[CH:2]=[C:1]([C:3]3[C:4]([NH2:9])=[N:5][CH:6]=[CH:7][CH:8]=3)[O:26][N:25]=2)=[CH:19][CH:18]=1. The yield is 0.530. (3) The reactants are [NH2:1][C:2]1[CH:3]=[C:4]([CH:8]=[CH:9][C:10]=1[NH:11][CH:12]1[CH2:17][CH2:16][O:15][CH2:14][CH2:13]1)[C:5]([OH:7])=[O:6].[C:18]([O:21][CH2:22][C:23](Cl)=O)(=[O:20])[CH3:19]. The catalyst is O1CCOCC1. The product is [C:18]([O:21][CH2:22][C:23]1[N:11]([CH:12]2[CH2:17][CH2:16][O:15][CH2:14][CH2:13]2)[C:10]2[CH:9]=[CH:8][C:4]([C:5]([OH:7])=[O:6])=[CH:3][C:2]=2[N:1]=1)(=[O:20])[CH3:19]. The yield is 0.926. (4) The reactants are [OH:1][C:2]1[CH:7]=[CH:6][C:5]([CH2:8][C:9]#[N:10])=[CH:4][CH:3]=1.[C:11](=O)([O-])[O-].[K+].[K+].[CH2:17](Br)[C:18]1[CH:23]=[CH:22][CH:21]=[CH:20][CH:19]=1.[I-].[K+]. The catalyst is CN(C)C=O.O. The product is [CH2:17]([O:1][C:2]1[CH:7]=[CH:6][C:5]([CH:8]([CH3:11])[C:9]#[N:10])=[CH:4][CH:3]=1)[C:18]1[CH:23]=[CH:22][CH:21]=[CH:20][CH:19]=1. The yield is 0.760. (5) The yield is 0.350. The catalyst is C(#N)C. The product is [Br:1][C:2]1[CH:3]=[C:4]2[C:10]([CH2:11][C:13]3[C:14]([F:30])=[C:15]([CH:16]=[CH:17][C:18]=3[F:19])[O:20][CH2:21][CH2:22][OH:23])=[CH:9][NH:8][C:5]2=[N:6][CH:7]=1. The reactants are [Br:1][C:2]1[CH:3]=[C:4]2[C:10]([CH:11]([C:13]3[C:18]([F:19])=[CH:17][CH:16]=[C:15]([O:20][CH2:21][CH2:22][O:23]C4CCCCO4)[C:14]=3[F:30])O)=[CH:9][NH:8][C:5]2=[N:6][CH:7]=1.FC(F)(F)C(O)=O.C([SiH](CC)CC)C. (6) The reactants are Cl[C:2]1[N:7]=[C:6](Cl)[C:5]([F:9])=[CH:4][N:3]=1.[N+:10]([C:13]1[CH:14]=[C:15]([CH:17]=[CH:18][CH:19]=1)[NH2:16])([O-:12])=[O:11]. The catalyst is CO.O. The product is [N+:10]([C:13]1[CH:14]=[C:15]([NH:16][C:2]2[N:7]=[C:6]([NH:16][C:15]3[CH:17]=[CH:18][CH:19]=[C:13]([N+:10]([O-:12])=[O:11])[CH:14]=3)[C:5]([F:9])=[CH:4][N:3]=2)[CH:17]=[CH:18][CH:19]=1)([O-:12])=[O:11]. The yield is 0.760. (7) The reactants are [F:1][C:2]1[CH:10]=[CH:9][CH:8]=[C:7]2[C:3]=1[CH:4]=[N:5][NH:6]2.[I:11]I.[OH-].[K+]. The catalyst is CN(C)C=O. The product is [F:1][C:2]1[CH:10]=[CH:9][CH:8]=[C:7]2[C:3]=1[C:4]([I:11])=[N:5][NH:6]2. The yield is 0.830.